This data is from Reaction yield outcomes from USPTO patents with 853,638 reactions. The task is: Predict the reaction yield, written as a fraction of the theoretical maximum amount of product (1.0 means a 100% yield; for example, 0.34 means a 34% yield). (1) The reactants are [Br:1][C:2]1[CH:3]=[C:4]2[C:8](=[C:9]([C:11]([OH:13])=O)[CH:10]=1)[NH:7][CH:6]=[CH:5]2.C(Cl)CCl.C1C=CC2N(O)N=[N:24]C=2C=1.N. The catalyst is C(Cl)Cl. The product is [Br:1][C:2]1[CH:3]=[C:4]2[C:8](=[C:9]([C:11]([NH2:24])=[O:13])[CH:10]=1)[NH:7][CH:6]=[CH:5]2. The yield is 0.980. (2) The product is [ClH:1].[CH:5]12[NH:9][CH:8]([CH2:7][CH2:6]1)[CH2:3][CH:4]2[C:17]([O:19][CH2:20][CH3:21])=[O:18]. The reactants are [ClH:1].Br[CH:3]1[CH:8]2[N:9](C(OC(C)(C)C)=O)[CH:5]([CH2:6][CH2:7]2)[CH:4]1[C:17]([O:19][CH2:20][CH3:21])=[O:18].C(OCC)(=O)C.CCCCCC. The yield is 0.960. The catalyst is O1CCOCC1.